Task: Predict which catalyst facilitates the given reaction.. Dataset: Catalyst prediction with 721,799 reactions and 888 catalyst types from USPTO Reactant: [Cl:1][C:2]1[CH:3]=[C:4]([C:8]2[O:9][C:10]3[CH2:15][CH2:14][N:13]([C:16]4[N:23]=[CH:22][CH:21]=C[C:17]=4[C:18]#[N:19])[CH2:12][C:11]=3[N:24]=2)[CH:5]=[CH:6][CH:7]=1.ClC1C(C#N)=[N:28]C=CN=1. Product: [Cl:1][C:2]1[CH:3]=[C:4]([C:8]2[O:9][C:10]3[CH2:15][CH2:14][N:13]([C:16]4[C:17]([C:18]#[N:19])=[N:28][CH:21]=[CH:22][N:23]=4)[CH2:12][C:11]=3[N:24]=2)[CH:5]=[CH:6][CH:7]=1. The catalyst class is: 25.